This data is from Catalyst prediction with 721,799 reactions and 888 catalyst types from USPTO. The task is: Predict which catalyst facilitates the given reaction. (1) Reactant: C1C=C[NH+]=CC=1.[O-][Cr](Cl)(=O)=O.C([O-])(=O)C.[Na+].CC1C=C(C(C)(C)C)C(O)=C(C(C)(C)C)C=1.[CH3:33][CH:34]([O:41][CH2:42][CH2:43][CH2:44][CH2:45][OH:46])[CH2:35][CH2:36][CH2:37][CH:38]([CH3:40])[CH3:39]. Product: [CH3:33][CH:34]([O:41][CH2:42][CH2:43][CH2:44][CH:45]=[O:46])[CH2:35][CH2:36][CH2:37][CH:38]([CH3:39])[CH3:40]. The catalyst class is: 4. (2) Reactant: [Br:1][C:2]1[C:3]([C:9]([CH3:12])([CH3:11])[CH3:10])=[N:4][N:5]([CH2:7]O)[CH:6]=1.S(Cl)([Cl:15])=O. Product: [ClH:15].[Br:1][C:2]1[C:3]([C:9]([CH3:12])([CH3:11])[CH3:10])=[N:4][N:5]([CH2:7][Cl:15])[CH:6]=1. The catalyst class is: 4. (3) Reactant: C[O:2][C:3](=[O:21])[CH2:4][NH:5][CH2:6][C:7]1[CH:12]=[C:11]([C:13]([CH3:16])([CH3:15])[CH3:14])[CH:10]=[C:9]([C:17]([CH3:20])([CH3:19])[CH3:18])[CH:8]=1.[OH-].[Na+]. Product: [C:17]([C:9]1[CH:8]=[C:7]([CH2:6][NH:5][CH2:4][C:3]([OH:21])=[O:2])[CH:12]=[C:11]([C:13]([CH3:15])([CH3:16])[CH3:14])[CH:10]=1)([CH3:18])([CH3:19])[CH3:20]. The catalyst class is: 5. (4) Reactant: [C:1]([N:8]1[CH2:13][CH2:12][C:11](=[O:14])[CH2:10][CH2:9]1)([O:3][C:4]([CH3:7])([CH3:6])[CH3:5])=[O:2].[BH4-].[Na+]. Product: [C:4]([O:3][C:1]([N:8]1[CH2:13][CH2:12][CH:11]([OH:14])[CH2:10][CH2:9]1)=[O:2])([CH3:7])([CH3:5])[CH3:6]. The catalyst class is: 8. (5) Reactant: CON(C)[C:4]([C:6]1[C:11](=[O:12])[C:10]([O:13][CH3:14])=[CH:9][N:8]([C:15]2[CH:20]=[CH:19][CH:18]=[CH:17][CH:16]=2)[N:7]=1)=[O:5].[CH3:22][Mg]Br.[Cl-].[NH4+]. Product: [C:4]([C:6]1[C:11](=[O:12])[C:10]([O:13][CH3:14])=[CH:9][N:8]([C:15]2[CH:16]=[CH:17][CH:18]=[CH:19][CH:20]=2)[N:7]=1)(=[O:5])[CH3:22]. The catalyst class is: 7.